This data is from Reaction yield outcomes from USPTO patents with 853,638 reactions. The task is: Predict the reaction yield, written as a fraction of the theoretical maximum amount of product (1.0 means a 100% yield; for example, 0.34 means a 34% yield). The reactants are C[O:2][C:3]([CH2:5][NH:6][C:7]1[N:12]=[CH:11][C:10](/[CH:13]=[CH:14]/[C:15]([N:17]([CH3:29])[CH2:18][C:19]2[C:27]3[C:22](=[CH:23][CH:24]=[CH:25][CH:26]=3)[NH:21][C:20]=2[CH3:28])=[O:16])=[CH:9][CH:8]=1)=[O:4].[OH-].[Na+].Cl. The catalyst is O1CCOCC1. The product is [C:3]([CH2:5][NH:6][C:7]1[N:12]=[CH:11][C:10](/[CH:13]=[CH:14]/[C:15]([N:17]([CH3:29])[CH2:18][C:19]2[C:27]3[C:22](=[CH:23][CH:24]=[CH:25][CH:26]=3)[NH:21][C:20]=2[CH3:28])=[O:16])=[CH:9][CH:8]=1)([OH:4])=[O:2]. The yield is 1.00.